This data is from Peptide-MHC class I binding affinity with 185,985 pairs from IEDB/IMGT. The task is: Regression. Given a peptide amino acid sequence and an MHC pseudo amino acid sequence, predict their binding affinity value. This is MHC class I binding data. The MHC is HLA-A31:01 with pseudo-sequence HLA-A31:01. The binding affinity (normalized) is 0.147. The peptide sequence is LILFVLALY.